The task is: Regression. Given two drug SMILES strings and cell line genomic features, predict the synergy score measuring deviation from expected non-interaction effect.. This data is from NCI-60 drug combinations with 297,098 pairs across 59 cell lines. (1) Drug 1: C1=NC2=C(N=C(N=C2N1C3C(C(C(O3)CO)O)F)Cl)N. Drug 2: CC12CCC3C(C1CCC2O)C(CC4=C3C=CC(=C4)O)CCCCCCCCCS(=O)CCCC(C(F)(F)F)(F)F. Cell line: HL-60(TB). Synergy scores: CSS=25.4, Synergy_ZIP=11.8, Synergy_Bliss=10.1, Synergy_Loewe=14.1, Synergy_HSA=5.69. (2) Drug 1: CC1=C2C(C(=O)C3(C(CC4C(C3C(C(C2(C)C)(CC1OC(=O)C(C(C5=CC=CC=C5)NC(=O)OC(C)(C)C)O)O)OC(=O)C6=CC=CC=C6)(CO4)OC(=O)C)OC)C)OC. Drug 2: C1CCC(C1)C(CC#N)N2C=C(C=N2)C3=C4C=CNC4=NC=N3. Cell line: HT29. Synergy scores: CSS=56.9, Synergy_ZIP=6.71, Synergy_Bliss=5.31, Synergy_Loewe=-34.6, Synergy_HSA=2.97. (3) Drug 1: C1=CC(=CC=C1CC(C(=O)O)N)N(CCCl)CCCl.Cl. Drug 2: CCC1(C2=C(COC1=O)C(=O)N3CC4=CC5=C(C=CC(=C5CN(C)C)O)N=C4C3=C2)O.Cl. Cell line: CAKI-1. Synergy scores: CSS=33.8, Synergy_ZIP=-14.1, Synergy_Bliss=-4.99, Synergy_Loewe=-9.93, Synergy_HSA=-1.15. (4) Drug 2: CC1=C2C(C(=O)C3(C(CC4C(C3C(C(C2(C)C)(CC1OC(=O)C(C(C5=CC=CC=C5)NC(=O)C6=CC=CC=C6)O)O)OC(=O)C7=CC=CC=C7)(CO4)OC(=O)C)O)C)OC(=O)C. Cell line: EKVX. Synergy scores: CSS=20.7, Synergy_ZIP=-0.580, Synergy_Bliss=4.17, Synergy_Loewe=-17.7, Synergy_HSA=4.81. Drug 1: CC1=C(C(CCC1)(C)C)C=CC(=CC=CC(=CC(=O)O)C)C. (5) Synergy scores: CSS=-2.52, Synergy_ZIP=2.30, Synergy_Bliss=4.92, Synergy_Loewe=2.45, Synergy_HSA=1.62. Drug 1: CC(C1=C(C=CC(=C1Cl)F)Cl)OC2=C(N=CC(=C2)C3=CN(N=C3)C4CCNCC4)N. Cell line: OVCAR3. Drug 2: CC1=C(C=C(C=C1)NC(=O)C2=CC=C(C=C2)CN3CCN(CC3)C)NC4=NC=CC(=N4)C5=CN=CC=C5.